Dataset: HIV replication inhibition screening data with 41,000+ compounds from the AIDS Antiviral Screen. Task: Binary Classification. Given a drug SMILES string, predict its activity (active/inactive) in a high-throughput screening assay against a specified biological target. The compound is CCOC(=O)C1C(c2ccc3c(c2)OCO3)c2c(n[nH]c2O)CC1(C)O. The result is 0 (inactive).